Dataset: Full USPTO retrosynthesis dataset with 1.9M reactions from patents (1976-2016). Task: Predict the reactants needed to synthesize the given product. (1) Given the product [CH3:8][O:9][C:10]1[CH:19]=[C:18]2[C:13]([CH:14]=[CH:15][CH:16]=[C:17]2[O:20][CH2:21][CH:22]2[CH2:27][CH2:26][N:25]([CH2:29][C:30]([C:32]3[CH:33]=[CH:34][C:35]4[O:40][CH2:39][C:38](=[O:41])[NH:37][C:36]=4[CH:42]=3)=[O:31])[CH2:24][CH2:23]2)=[CH:12][CH:11]=1, predict the reactants needed to synthesize it. The reactants are: C(N(CC)CC)C.[CH3:8][O:9][C:10]1[CH:19]=[C:18]2[C:13]([CH:14]=[CH:15][CH:16]=[C:17]2[O:20][CH2:21][CH:22]2[CH2:27][CH2:26][NH:25][CH2:24][CH2:23]2)=[CH:12][CH:11]=1.Cl[CH2:29][C:30]([C:32]1[CH:33]=[CH:34][C:35]2[O:40][CH2:39][C:38](=[O:41])[NH:37][C:36]=2[CH:42]=1)=[O:31]. (2) Given the product [C:30]([NH:1][C@H:2]1[CH2:7][CH2:6][CH2:5][CH2:4][C@H:3]1[N:8]1[CH2:12][CH2:11][C@@H:10]([NH:13][C:14](=[O:29])[CH2:15][NH:16][C:17](=[O:28])[C:18]2[CH:23]=[CH:22][CH:21]=[C:20]([C:24]([F:26])([F:27])[F:25])[CH:19]=2)[CH2:9]1)(=[O:37])[C:31]1[CH:36]=[CH:35][CH:34]=[CH:33][CH:32]=1, predict the reactants needed to synthesize it. The reactants are: [NH2:1][C@H:2]1[CH2:7][CH2:6][CH2:5][CH2:4][C@H:3]1[N:8]1[CH2:12][CH2:11][C@@H:10]([NH:13][C:14](=[O:29])[CH2:15][NH:16][C:17](=[O:28])[C:18]2[CH:23]=[CH:22][CH:21]=[C:20]([C:24]([F:27])([F:26])[F:25])[CH:19]=2)[CH2:9]1.[C:30](O)(=[O:37])[C:31]1[CH:36]=[CH:35][CH:34]=[CH:33][CH:32]=1.CCN(CC)CC.C(Cl)CCl.C1C=CC2N(O)N=NC=2C=1.